This data is from Ames mutagenicity test results for genotoxicity prediction. The task is: Regression/Classification. Given a drug SMILES string, predict its toxicity properties. Task type varies by dataset: regression for continuous values (e.g., LD50, hERG inhibition percentage) or binary classification for toxic/non-toxic outcomes (e.g., AMES mutagenicity, cardiotoxicity, hepatotoxicity). Dataset: ames. (1) The compound is CCn1cc(C(=O)O)c(=O)c2cc(F)c(N3CCNCC3)nc21. The result is 1 (mutagenic). (2) The molecule is c1scc2c1-c1cscc1C1NC21. The result is 1 (mutagenic). (3) The compound is CCc1nc(N)nc(N)c1-c1ccc(Cl)cc1. The result is 0 (non-mutagenic). (4) The molecule is Cc1cc2c(c3ccc4ccccc4c13)CCC2C. The result is 1 (mutagenic). (5) The compound is CN(C)C(=O)Cl. The result is 1 (mutagenic). (6) The molecule is Cn1cnc(N=O)c1-c1ccccc1. The result is 1 (mutagenic). (7) The molecule is COc1nc2cccc(CBr)c2nc1OC. The result is 1 (mutagenic).